From a dataset of Full USPTO retrosynthesis dataset with 1.9M reactions from patents (1976-2016). Predict the reactants needed to synthesize the given product. Given the product [Cl:9][C:8]1[N:1]=[C:2]([Cl:3])[N:4]=[C:5]([N:17]2[CH2:22][CH2:21][O:20][CH2:19][CH2:18]2)[N:7]=1, predict the reactants needed to synthesize it. The reactants are: [N:1]1[C:8]([Cl:9])=[N:7][C:5](Cl)=[N:4][C:2]=1[Cl:3].C(N(CC)CC)C.[NH:17]1[CH2:22][CH2:21][O:20][CH2:19][CH2:18]1.